From a dataset of Catalyst prediction with 721,799 reactions and 888 catalyst types from USPTO. Predict which catalyst facilitates the given reaction. (1) Reactant: [Mg].Br[C:3]1[C:4]([F:12])=[CH:5][C:6]([F:11])=[C:7]([O:9][CH3:10])[CH:8]=1.[C:13](OCC)(=[O:19])[C:14]([O:16][CH2:17][CH3:18])=[O:15].[Cl-].[NH4+]. Product: [F:12][C:4]1[CH:5]=[C:6]([F:11])[C:7]([O:9][CH3:10])=[CH:8][C:3]=1[C:13](=[O:19])[C:14]([O:16][CH2:17][CH3:18])=[O:15]. The catalyst class is: 20. (2) Reactant: C(=O)([O-])[O-].[K+].[K+].Br[C:8]1[CH:13]=[C:12]([CH2:14][N:15]2[C:23](=[O:24])[C:22]3[C:17](=[CH:18][CH:19]=[CH:20][CH:21]=3)[C:16]2=[O:25])[C:11]([F:26])=[CH:10][N:9]=1.[F:27][C:28]([F:45])([F:44])[C:29]1[N:34]=[CH:33][C:32](B(OC(C)C)OC(C)C)=[CH:31][N:30]=1. Product: [F:26][C:11]1[C:12]([CH2:14][N:15]2[C:23](=[O:24])[C:22]3[C:17](=[CH:18][CH:19]=[CH:20][CH:21]=3)[C:16]2=[O:25])=[CH:13][C:8]([C:32]2[CH:31]=[N:30][C:29]([C:28]([F:45])([F:44])[F:27])=[N:34][CH:33]=2)=[N:9][CH:10]=1. The catalyst class is: 117. (3) Reactant: [ClH:1].[CH2:2]([O:6][C:7]1([C:31]2[CH:36]=[CH:35][CH:34]=[CH:33][C:32]=2[CH3:37])[CH2:10][N:9]([C:11](=[O:30])[C@H:12]([NH:22]C(=O)OC(C)(C)C)[CH2:13][C:14]2[CH:19]=[CH:18][C:17]([O:20][CH3:21])=[CH:16][CH:15]=2)[CH2:8]1)[CH2:3][CH2:4][CH3:5]. Product: [ClH:1].[NH2:22][C@H:12]([CH2:13][C:14]1[CH:15]=[CH:16][C:17]([O:20][CH3:21])=[CH:18][CH:19]=1)[C:11]([N:9]1[CH2:8][C:7]([O:6][CH2:2][CH2:3][CH2:4][CH3:5])([C:31]2[CH:36]=[CH:35][CH:34]=[CH:33][C:32]=2[CH3:37])[CH2:10]1)=[O:30]. The catalyst class is: 13. (4) Reactant: [Si]([O:8][CH2:9][C@H:10]1[O:14][C@@H:13]([N:15]2[CH:43]=[CH:42][C:19]([NH:20][C:21]([C:36]3[CH:41]=[CH:40][CH:39]=[CH:38][CH:37]=3)([C:30]3[CH:35]=[CH:34][CH:33]=[CH:32][CH:31]=3)[C:22]3[CH:27]=[CH:26][C:25]([O:28][CH3:29])=[CH:24][CH:23]=3)=[N:18][C:16]2=[O:17])[C@H:12]([O:44][CH3:45])[C@@H:11]1[O:46][C:47](=[O:53])[CH2:48][CH2:49][C:50]([CH3:52])=[O:51])(C(C)(C)C)(C)C.C1COCC1.[F-].C([N+](CCCC)(CCCC)CCCC)CCC. Product: [C:47]([O:46][C@@H:11]1[C@@H:10]([CH2:9][OH:8])[O:14][C@@H:13]([N:15]2[CH:43]=[CH:42][C:19]([NH:20][C:21]([C:30]3[CH:31]=[CH:32][CH:33]=[CH:34][CH:35]=3)([C:36]3[CH:37]=[CH:38][CH:39]=[CH:40][CH:41]=3)[C:22]3[CH:27]=[CH:26][C:25]([O:28][CH3:29])=[CH:24][CH:23]=3)=[N:18][C:16]2=[O:17])[C@@H:12]1[O:44][CH3:45])(=[O:53])[CH2:48][CH2:49][C:50]([CH3:52])=[O:51]. The catalyst class is: 52. (5) Reactant: [O:1]=[C:2]1[O:23][C:17]2([CH2:22][CH2:21][CH2:20][CH2:19][CH2:18]2)[C:5]2[CH:6]=[C:7](/[C:10](/[CH2:15][CH3:16])=[CH:11]/[C:12]([NH2:14])=O)[CH:8]=[CH:9][C:4]=2[NH:3]1.S(Cl)(Cl)=O. Product: [O:1]=[C:2]1[O:23][C:17]2([CH2:22][CH2:21][CH2:20][CH2:19][CH2:18]2)[C:5]2[CH:6]=[C:7](/[C:10](/[CH2:15][CH3:16])=[CH:11]/[C:12]#[N:14])[CH:8]=[CH:9][C:4]=2[NH:3]1. The catalyst class is: 12. (6) Reactant: C(C(=[C:16]1[C:28]2[C:20]([CH:21]=[C:22]3[C:27]=2[CH:26]=[C:25]([C:29]([CH3:32])([CH3:31])[CH3:30])[C:24]([C:33]2[CH:38]=[CH:37][CH:36]=[CH:35][C:34]=2[CH3:39])=[CH:23]3)=[C:19](C2C=CC=C2)[C:18]([C:45]2[CH:50]=[CH:49][CH:48]=[CH:47][C:46]=2[CH3:51])=[C:17]1[C:52]([CH3:55])([CH3:54])[CH3:53])CC1C=CC=CC=1)C1C=CC=CC=1.C(O[CH2:59][CH3:60])C.[CH2:61]([Li])[CH2:62][CH2:63][CH3:64].[Cl-:66].[Cl-].[Cl-].[Cl-].[Zr+4:70]. Product: [Cl-:66].[Cl-:66].[CH2:61]([C:53](=[Zr+2:70]([CH:60]1[CH:59]=[CH:33][CH:24]=[CH:25]1)[C:23]1[C:22]2[CH2:21][C:20]3[C:28](=[CH:16][C:17]([C:52]([CH3:55])([CH3:53])[CH3:54])=[C:18]([C:45]4[CH:50]=[CH:49][CH:48]=[CH:47][C:46]=4[CH3:51])[CH:19]=3)[C:27]=2[CH:26]=[C:25]([C:29]([CH3:32])([CH3:31])[CH3:30])[C:24]=1[C:33]1[CH:38]=[CH:37][CH:36]=[CH:35][C:34]=1[CH3:39])[CH2:52][C:17]1[CH:16]=[CH:28][CH:20]=[CH:19][CH:18]=1)[C:62]1[CH:23]=[CH:22][CH:21]=[CH:64][CH:63]=1. The catalyst class is: 81. (7) Reactant: [OH:1][CH2:2][CH2:3][CH2:4][CH2:5][CH2:6][C:7]([O:9][CH3:10])=[O:8].CCN(CC)CC.Cl[S:19]([N:22]=C=O)(=[O:21])=[O:20].C(O)=O. Product: [S:19]([O:1][CH2:2][CH2:3][CH2:4][CH2:5][CH2:6][C:7]([O:9][CH3:10])=[O:8])(=[O:21])(=[O:20])[NH2:22]. The catalyst class is: 2. (8) Reactant: Cl[C:2]1[N:10]=[CH:9][N:8]=[C:7]2[C:3]=1[NH:4][CH:5]=[N:6]2.C1N2CCN(CC2)C1.[H-].[Na+].[CH3:21][O:22][C:23]1[CH:28]=[CH:27][CH:26]=[CH:25][C:24]=1[C:29]1[C:38]([CH2:39][OH:40])=[CH:37][C:36]2[C:31](=[C:32]([CH3:41])[CH:33]=[CH:34][CH:35]=2)[N:30]=1.N1C=C2C(N=CN2)=NC=1.C1N2CCN(CC2)C1. Product: [N:10]1[C:2]([O:40][CH2:39][C:38]2[C:29]([C:24]3[CH:25]=[CH:26][CH:27]=[CH:28][C:23]=3[O:22][CH3:21])=[N:30][C:31]3[C:36]([CH:37]=2)=[CH:35][CH:34]=[CH:33][C:32]=3[CH3:41])=[C:3]2[C:7]([NH:6][CH:5]=[N:4]2)=[N:8][CH:9]=1. The catalyst class is: 16. (9) Reactant: [NH:1]1[CH2:6][CH2:5][CH:4]([N:7]2[C:15]3[C:10](=[N:11][CH:12]=[CH:13][CH:14]=3)[NH:9][C:8]2=[O:16])[CH2:3][CH2:2]1.Cl[C:18]1[N:23]=[C:22]([CH3:24])[N:21]=[C:20]([C:25]([C:27]2[CH:36]=[C:35]([CH3:37])[C:30]3[NH:31][C:32](=[O:34])[O:33][C:29]=3[CH:28]=2)=[O:26])[CH:19]=1.CCN(C(C)C)C(C)C. Product: [CH3:24][C:22]1[N:23]=[C:18]([N:1]2[CH2:2][CH2:3][CH:4]([N:7]3[C:15]4[C:10](=[N:11][CH:12]=[CH:13][CH:14]=4)[NH:9][C:8]3=[O:16])[CH2:5][CH2:6]2)[CH:19]=[C:20]([C:25]([C:27]2[CH:36]=[C:35]([CH3:37])[C:30]3[NH:31][C:32](=[O:34])[O:33][C:29]=3[CH:28]=2)=[O:26])[N:21]=1. The catalyst class is: 3. (10) Reactant: C[O:2][C:3](=[O:28])[C:4]1[CH:9]=[CH:8][C:7]([C:10]2[C:15]([C:16]#[C:17][C:18]3[CH:19]=[N:20][C:21]([NH2:24])=[CH:22][CH:23]=3)=[C:14]([CH3:25])[N:13]=[C:12]([NH2:26])[N:11]=2)=[CH:6][C:5]=1[F:27]. Product: [NH2:26][C:12]1[N:11]=[C:10]([C:7]2[CH:8]=[CH:9][C:4]([C:3]([OH:28])=[O:2])=[C:5]([F:27])[CH:6]=2)[C:15]([C:16]#[C:17][C:18]2[CH:19]=[N:20][C:21]([NH2:24])=[CH:22][CH:23]=2)=[C:14]([CH3:25])[N:13]=1. The catalyst class is: 1.